Dataset: CYP2D6 inhibition data for predicting drug metabolism from PubChem BioAssay. Task: Regression/Classification. Given a drug SMILES string, predict its absorption, distribution, metabolism, or excretion properties. Task type varies by dataset: regression for continuous measurements (e.g., permeability, clearance, half-life) or binary classification for categorical outcomes (e.g., BBB penetration, CYP inhibition). Dataset: cyp2d6_veith. (1) The molecule is CC(C)c1ccc2c(c1)c(SC(C)(C)C)c(CC(C)(C)C(=O)[O-])n2Cc1ccc(Cl)cc1.[Na+]. The result is 0 (non-inhibitor). (2) The molecule is COC(=O)[C@H]1[C@@H](OS(=O)(=O)O)CC[C@H]2CN3CCc4c([nH]c5ccccc45)[C@@H]3C[C@H]21. The result is 0 (non-inhibitor). (3) The drug is Cc1sc(N)c(C(=O)c2cccc(C(F)(F)F)c2)c1C. The result is 0 (non-inhibitor). (4) The compound is CC(NCc1ccc(Cl)cc1Cl)C(O)c1ccccc1.Cl. The result is 1 (inhibitor). (5) The molecule is O=C(Nc1c(C(=O)N2CCCCC2)cnn1-c1ccccc1)c1ccco1. The result is 0 (non-inhibitor).